Dataset: Full USPTO retrosynthesis dataset with 1.9M reactions from patents (1976-2016). Task: Predict the reactants needed to synthesize the given product. Given the product [NH2:9][CH2:10][C@@H:6]([CH2:2][CH:3]([CH3:5])[CH3:4])[CH2:7][C:8]([OH:11])=[O:12], predict the reactants needed to synthesize it. The reactants are: Cl.[CH2:2]([C@@H:6]1[CH2:10][NH:9][C:8](=[O:11])[CH2:7]1)[CH:3]([CH3:5])[CH3:4].[OH2:12].